This data is from Full USPTO retrosynthesis dataset with 1.9M reactions from patents (1976-2016). The task is: Predict the reactants needed to synthesize the given product. (1) Given the product [Cl:36][C:37]1[S:41][C:40]([S:42]([NH:45][C:46]2[CH:47]=[CH:48][CH:49]=[C:50]3[C:54]=2[NH:53][C:52]([C:55]2[S:60][CH2:59][CH2:58][N:57]=2)=[CH:51]3)(=[O:44])=[O:43])=[CH:39][CH:38]=1, predict the reactants needed to synthesize it. The reactants are: C1(P(=O)(C2C=CC=CC=2)C2C=CC=CC=2)C=CC=CC=1.FC(F)(F)S(OS(C(F)(F)F)(=O)=O)(=O)=O.[Cl:36][C:37]1[S:41][C:40]([S:42]([NH:45][C:46]2[CH:47]=[CH:48][CH:49]=[C:50]3[C:54]=2[NH:53][C:52]([C:55]([NH:57][CH2:58][CH2:59][S:60]C(C2C=CC=CC=2)(C2C=CC=CC=2)C2C=CC=CC=2)=O)=[CH:51]3)(=[O:44])=[O:43])=[CH:39][CH:38]=1. (2) Given the product [I:13][C:11]1[C:10]([CH3:14])=[CH:9][N:8]=[C:7]([NH2:6])[CH:12]=1, predict the reactants needed to synthesize it. The reactants are: COC1C=C(OC)C=CC=1C[NH:6][C:7]1[CH:12]=[C:11]([I:13])[C:10]([CH3:14])=[CH:9][N:8]=1.C(O)(C(F)(F)F)=O. (3) Given the product [N:1]1[C:9]2[C:4](=[N:5][CH:6]=[CH:7][CH:8]=2)[N:3]([CH2:13][C:14]2[CH:24]=[CH:23][C:17]3[N:18]=[C:19]([S:21][CH3:22])[S:20][C:16]=3[CH:15]=2)[CH:2]=1, predict the reactants needed to synthesize it. The reactants are: [N:1]1[C:9]2[C:4](=[N:5][CH:6]=[CH:7][CH:8]=2)[NH:3][CH:2]=1.[H-].[Na+].Cl[CH2:13][C:14]1[CH:24]=[CH:23][C:17]2[N:18]=[C:19]([S:21][CH3:22])[S:20][C:16]=2[CH:15]=1. (4) Given the product [C:27]([CH:29]1[CH2:30][CH2:31][N:32]([C:35]([N:37]2[CH2:42][CH:41]([C:43]3[CH:44]=[CH:45][C:46]([C:49]([F:52])([F:51])[F:50])=[CH:47][CH:48]=3)[CH2:40][CH:39]([NH:3][C:6](=[O:9])[O:60][C:56]([CH3:59])([CH3:58])[CH3:57])[CH2:38]2)=[O:36])[CH2:33][CH2:34]1)#[N:28], predict the reactants needed to synthesize it. The reactants are: C([N:3]([CH2:6]C)CC)C.P(N=[N+]=[N-])(=O)(OC1C=CC=CC=1)[O:9]C1C=CC=CC=1.[C:27]([CH:29]1[CH2:34][CH2:33][N:32]([C:35]([N:37]2[CH2:42][CH:41]([C:43]3[CH:48]=[CH:47][C:46]([C:49]([F:52])([F:51])[F:50])=[CH:45][CH:44]=3)[CH2:40][CH:39](C(O)=O)[CH2:38]2)=[O:36])[CH2:31][CH2:30]1)#[N:28].[C:56]([OH:60])([CH3:59])([CH3:58])[CH3:57]. (5) Given the product [C:24]([NH:1][CH:2]([C:7]([C:9]1[CH:10]=[CH:11][C:12]([O:15][CH3:16])=[CH:13][CH:14]=1)=[O:8])[C:3]([O:5][CH3:6])=[O:4])(=[O:25])[CH3:26], predict the reactants needed to synthesize it. The reactants are: [NH2:1][CH:2]([C:7]([C:9]1[CH:14]=[CH:13][C:12]([O:15][CH3:16])=[CH:11][CH:10]=1)=[O:8])[C:3]([O:5][CH3:6])=[O:4].CCN(CC)CC.[C:24](Cl)([CH3:26])=[O:25]. (6) The reactants are: [CH3:1][O:2][C:3]1[CH:4]=[C:5]([C:9](=[O:13])[C@H:10](O)[CH3:11])[CH:6]=[CH:7][CH:8]=1.CN(C1C2C(N(C)C)=CC=CC=2C=CC=1)C.S(OS(C(F)(F)F)(=O)=O)(C(F)(F)F)(=O)=O.[NH2:45][C:46]([CH3:50])([CH3:49])[CH2:47][OH:48]. Given the product [CH3:1][O:2][C:3]1[CH:4]=[C:5]([C@:9]2([OH:13])[O:48][CH2:47][C:46]([CH3:50])([CH3:49])[NH:45][C@H:10]2[CH3:11])[CH:6]=[CH:7][CH:8]=1, predict the reactants needed to synthesize it. (7) Given the product [CH3:10][S:12][C:21]1[NH:18][N:17]=[C:19]([C:23]2[CH:6]=[CH:5][CH:4]=[CH:1][CH:2]=2)[CH:20]=1, predict the reactants needed to synthesize it. The reactants are: [C:1]([C:4]1C=CC=[CH:6][CH:5]=1)(=O)[CH3:2].[C:10](=[S:12])=S.[H-].[Na+].IC.[NH2:17][NH2:18].[CH2:19]1[CH2:23]O[CH2:21][CH2:20]1.